Dataset: Forward reaction prediction with 1.9M reactions from USPTO patents (1976-2016). Task: Predict the product of the given reaction. Given the reactants [CH:1]([N:14]1[CH2:19][CH2:18][NH:17][C:16](=[O:20])[CH2:15]1)([C:8]1[CH:13]=[CH:12][CH:11]=[CH:10][CH:9]=1)[C:2]1[CH:7]=[CH:6][CH:5]=[CH:4][CH:3]=1.[H-].[Na+].Br[CH2:24][CH2:25][N:26]1[CH2:30][CH2:29][C:28]([C:37]2[CH:42]=[CH:41][CH:40]=[CH:39][CH:38]=2)([C:31]2[CH:36]=[CH:35][CH:34]=[CH:33][CH:32]=2)[C:27]1=[O:43], predict the reaction product. The product is: [CH:1]([N:14]1[CH2:19][CH2:18][N:17]([CH2:24][CH2:25][N:26]2[CH2:30][CH2:29][C:28]([C:37]3[CH:42]=[CH:41][CH:40]=[CH:39][CH:38]=3)([C:31]3[CH:36]=[CH:35][CH:34]=[CH:33][CH:32]=3)[C:27]2=[O:43])[C:16](=[O:20])[CH2:15]1)([C:2]1[CH:7]=[CH:6][CH:5]=[CH:4][CH:3]=1)[C:8]1[CH:13]=[CH:12][CH:11]=[CH:10][CH:9]=1.